From a dataset of Full USPTO retrosynthesis dataset with 1.9M reactions from patents (1976-2016). Predict the reactants needed to synthesize the given product. (1) The reactants are: [NH2:1][CH2:2][C@H:3]1[N:8]([C:9]([C:11]2[N:12]=[C:13]([CH3:23])[S:14][C:15]=2[C:16]2[CH:17]=[C:18]([CH3:22])[CH:19]=[CH:20][CH:21]=2)=[O:10])[CH2:7][C@H:6]2[C@@H:4]1[CH2:5]2.[O:24]1[C:33]2[C:28](=[CH:29][CH:30]=[CH:31][C:32]=2[C:34](O)=[O:35])[CH2:27][CH2:26][CH2:25]1. Given the product [CH3:23][C:13]1[S:14][C:15]([C:16]2[CH:17]=[C:18]([CH3:22])[CH:19]=[CH:20][CH:21]=2)=[C:11]([C:9]([N:8]2[CH2:7][C@H:6]3[C@H:4]([CH2:5]3)[C@H:3]2[CH2:2][NH:1][C:34]([C:32]2[CH:31]=[CH:30][CH:29]=[C:28]3[C:33]=2[O:24][CH2:25][CH2:26][CH2:27]3)=[O:35])=[O:10])[N:12]=1, predict the reactants needed to synthesize it. (2) Given the product [Br:1][C:2]1[CH:7]=[CH:6][C:5]([NH:8][C:9]2[C:14]([C:15]([OH:17])=[O:16])=[CH:13][N:12]=[C:11]([Cl:18])[C:10]=2[Cl:27])=[C:4]([Cl:19])[CH:3]=1, predict the reactants needed to synthesize it. The reactants are: [Br:1][C:2]1[CH:7]=[CH:6][C:5]([NH:8][C:9]2[C:14]([C:15]([OH:17])=[O:16])=[CH:13][N:12]=[C:11]([Cl:18])[CH:10]=2)=[C:4]([Cl:19])[CH:3]=1.C1C(=O)N([Cl:27])C(=O)C1.S(S([O-])=O)([O-])(=O)=O.[Na+].[Na+]. (3) Given the product [N:57]([C@@H:9]([C@@H:8]([C:5]1[CH:6]=[CH:7][C:2]([Cl:1])=[CH:3][CH:4]=1)[C@H:24]1[CH2:29][CH2:28][O:27][C:26]([CH3:31])([CH3:30])[CH2:25]1)[C:10]([N:12]1[C@@H:16]([C:17]2[CH:22]=[CH:21][CH:20]=[CH:19][CH:18]=2)[CH2:15][O:14][C:13]1=[O:23])=[O:11])=[N+:58]=[N-:59], predict the reactants needed to synthesize it. The reactants are: [Cl:1][C:2]1[CH:7]=[CH:6][C:5]([C@@H:8]([C@H:24]2[CH2:29][CH2:28][O:27][C:26]([CH3:31])([CH3:30])[CH2:25]2)[CH2:9][C:10]([N:12]2[C@@H:16]([C:17]3[CH:22]=[CH:21][CH:20]=[CH:19][CH:18]=3)[CH2:15][O:14][C:13]2=[O:23])=[O:11])=[CH:4][CH:3]=1.C[Si]([N-][Si](C)(C)C)(C)C.[Na+].CC(C1C=C(C(C)C)C(S([N:57]=[N+:58]=[N-:59])(=O)=O)=C(C(C)C)C=1)C. (4) The reactants are: [CH3:1][O:2][C:3]1[CH:11]=[CH:10][C:6]([C:7]([OH:9])=O)=[CH:5][C:4]=1/[CH:12]=[CH:13]/[C:14]1[CH:19]=[CH:18][C:17]([O:20][C:21]([F:24])([F:23])[F:22])=[CH:16][CH:15]=1.[CH3:25][O:26][CH2:27][CH2:28][NH2:29]. Given the product [CH3:1][O:2][C:3]1[CH:11]=[CH:10][C:6]([C:7]([NH:29][CH2:28][CH2:27][O:26][CH3:25])=[O:9])=[CH:5][C:4]=1/[CH:12]=[CH:13]/[C:14]1[CH:15]=[CH:16][C:17]([O:20][C:21]([F:24])([F:23])[F:22])=[CH:18][CH:19]=1, predict the reactants needed to synthesize it. (5) Given the product [CH:8]1([C:5]2[C:4]([C:11]3[C:19]4[NH:18][C:17](=[O:20])[NH:16][C:15]=4[CH:14]=[C:13]([C:21]4[C:22]([CH3:27])=[N:23][O:24][C:25]=4[CH3:26])[CH:12]=3)=[CH:3][C:2]([C:39]#[N:40])=[CH:7][N:6]=2)[CH2:10][CH2:9]1, predict the reactants needed to synthesize it. The reactants are: N[C:2]1[CH:3]=[C:4]([C:11]2[C:19]3[NH:18][C:17](=[O:20])[NH:16][C:15]=3[CH:14]=[C:13]([C:21]3[C:22]([CH3:27])=[N:23][O:24][C:25]=3[CH3:26])[CH:12]=2)[C:5]([CH:8]2[CH2:10][CH2:9]2)=[N:6][CH:7]=1.Cl.N([O-])=O.[Na+].C([O-])(O)=O.[Na+].[Cu][C:39]#[N:40].[C-]#N.[Na+].